From a dataset of Peptide-MHC class II binding affinity with 134,281 pairs from IEDB. Regression. Given a peptide amino acid sequence and an MHC pseudo amino acid sequence, predict their binding affinity value. This is MHC class II binding data. (1) The peptide sequence is YWTIVKPGDILLINS. The MHC is DRB1_0401 with pseudo-sequence DRB1_0401. The binding affinity (normalized) is 0.200. (2) The peptide sequence is VTEGERTVRVLDTVE. The MHC is HLA-DQA10201-DQB10402 with pseudo-sequence HLA-DQA10201-DQB10402. The binding affinity (normalized) is 0.532.